This data is from Full USPTO retrosynthesis dataset with 1.9M reactions from patents (1976-2016). The task is: Predict the reactants needed to synthesize the given product. (1) Given the product [Cl:1][C:2]1[CH:7]=[C:6]([NH:8][C:9]2[CH:14]=[CH:13][C:12]([F:15])=[CH:11][C:10]=2[F:16])[CH:5]=[CH:4][C:3]=1[C:17]([C:19]1[CH:24]=[C:23]([C:25]2[N:26]=[N:27][N:28]([CH2:30][CH2:31][CH2:72][O:73][CH:74]3[CH2:79][CH2:78][CH2:77][CH2:76][O:75]3)[CH:29]=2)[CH:22]=[CH:21][C:20]=1[CH3:39])=[O:18], predict the reactants needed to synthesize it. The reactants are: [Cl:1][C:2]1[CH:7]=[C:6]([NH:8][C:9]2[CH:14]=[CH:13][C:12]([F:15])=[CH:11][C:10]=2[F:16])[CH:5]=[CH:4][C:3]=1[C:17]([C:19]1[CH:24]=[C:23]([C:25]2[N:26]=[N:27][N:28]([CH2:30][CH2:31]OC3CCCCO3)[CH:29]=2)[CH:22]=[CH:21][C:20]=1[CH3:39])=[O:18].ClC1C=C(NC2C=CC(F)=CC=2F)C=CC=1C(C1C=C(C#C)C=CC=1C)=O.N(CC[CH2:72][O:73][CH:74]1[CH2:79][CH2:78][CH2:77][CH2:76][O:75]1)=[N+]=[N-]. (2) Given the product [CH3:1][S:2]([CH2:5][C:6]1[CH:11]=[C:10]([CH:9]=[CH:8][CH:7]=1)[NH2:18])(=[O:4])=[O:3], predict the reactants needed to synthesize it. The reactants are: [CH3:1][S:2]([CH2:5][C:6]1[CH:11]=[CH:10][C:9]([N+]([O-])=O)=[CH:8][CH:7]=1)(=[O:4])=[O:3].C([O-])=O.[NH4+:18].